Dataset: Catalyst prediction with 721,799 reactions and 888 catalyst types from USPTO. Task: Predict which catalyst facilitates the given reaction. (1) Reactant: [F:1][C:2]1[CH:11]=[C:10]2[C:5]([C:6]([NH:19][C:20]3[CH:21]=[C:22]([CH:26]=[C:27]([N:29]4[CH2:34][CH2:33][O:32][CH2:31][CH2:30]4)[CH:28]=3)[C:23](O)=[O:24])=[C:7]([CH3:18])[C:8]([C:12]3[CH:17]=[CH:16][CH:15]=[CH:14][N:13]=3)=[N:9]2)=[CH:4][CH:3]=1.C(Cl)CCl.[NH3:39].O1CCOCC1. Product: [F:1][C:2]1[CH:11]=[C:10]2[C:5]([C:6]([NH:19][C:20]3[CH:21]=[C:22]([CH:26]=[C:27]([N:29]4[CH2:34][CH2:33][O:32][CH2:31][CH2:30]4)[CH:28]=3)[C:23]([NH2:39])=[O:24])=[C:7]([CH3:18])[C:8]([C:12]3[CH:17]=[CH:16][CH:15]=[CH:14][N:13]=3)=[N:9]2)=[CH:4][CH:3]=1. The catalyst class is: 79. (2) Reactant: [OH:1][C:2]1[CH:7]=[C:6]([O:8][CH3:9])[CH:5]=[CH:4][C:3]=1[N+:10]([O-:12])=[O:11].[CH2:13](Br)[C:14]1[CH:19]=[CH:18][CH:17]=[CH:16][CH:15]=1.C(=O)([O-])[O-].[K+].[K+].O. Product: [CH2:13]([O:1][C:2]1[CH:7]=[C:6]([O:8][CH3:9])[CH:5]=[CH:4][C:3]=1[N+:10]([O-:12])=[O:11])[C:14]1[CH:19]=[CH:18][CH:17]=[CH:16][CH:15]=1. The catalyst class is: 3.